From a dataset of Full USPTO retrosynthesis dataset with 1.9M reactions from patents (1976-2016). Predict the reactants needed to synthesize the given product. (1) Given the product [S:46]1[CH:24]=[N:26][N:27]=[C:6]1[C:5]1[S:1][CH:2]=[N:3][CH:4]=1, predict the reactants needed to synthesize it. The reactants are: [S:1]1[C:5]([C:6](O)=O)=[CH:4][N:3]=[CH:2]1.CCN=C=NCCCN(C)C.C1C=CC2N(O)[N:27]=[N:26][C:24]=2C=1.CN1CCOCC1.COC1C=CC(P2(SP(C3C=CC(OC)=CC=3)(=S)S2)=[S:46])=CC=1. (2) Given the product [OH:14][CH2:15][CH2:16][CH2:17][O:18][C:19]1[CH:24]=[CH:23][C:22]([C:2]2[N:7]=[C:6]([C:8]#[N:9])[C:5]3[N:10]=[CH:11][N:12]([CH3:13])[C:4]=3[CH:3]=2)=[CH:21][C:20]=1[C:28]([F:29])([F:30])[F:31], predict the reactants needed to synthesize it. The reactants are: Cl[C:2]1[N:7]=[C:6]([C:8]#[N:9])[C:5]2[N:10]=[CH:11][N:12]([CH3:13])[C:4]=2[CH:3]=1.[OH:14][CH2:15][CH2:16][CH2:17][O:18][C:19]1[CH:24]=[CH:23][C:22](B(O)O)=[CH:21][C:20]=1[C:28]([F:31])([F:30])[F:29].P([O-])([O-])([O-])=O.[K+].[K+].[K+].